Dataset: Catalyst prediction with 721,799 reactions and 888 catalyst types from USPTO. Task: Predict which catalyst facilitates the given reaction. (1) Reactant: [CH2:1]([NH:3][C:4](=[O:24])[NH:5][C:6]1[CH:16]=[C:15]([NH:17][C:18]2[CH:19]=[N:20][CH:21]=[CH:22][CH:23]=2)[C:9]([C:10]([O:12]CC)=O)=[CH:8][N:7]=1)[CH3:2].[NH2:25][C:26]1[CH:31]=[CH:30][CH:29]=[CH:28][CH:27]=1.C[Al](C)C. Product: [CH2:1]([NH:3][C:4](=[O:24])[NH:5][C:6]1[CH:16]=[C:15]([NH:17][C:18]2[CH:19]=[N:20][CH:21]=[CH:22][CH:23]=2)[C:9]([C:10]([NH:25][C:26]2[CH:31]=[CH:30][CH:29]=[CH:28][CH:27]=2)=[O:12])=[CH:8][N:7]=1)[CH3:2]. The catalyst class is: 1. (2) Reactant: [OH:1][C:2]1[C:11]([C:12]2[S:13][CH:14]=[CH:15][CH:16]=2)=[CH:10][C:9]2[N:8]=[C:7]([C:17]3[CH:22]=[CH:21][CH:20]=[CH:19][CH:18]=3)[CH:6]=[N:5][C:4]=2[C:3]=1[C:23]([OH:25])=O.Cl.C([NH:29][CH2:30][C:31]([OH:33])=[O:32])C.[CH2:34](N(CC)CC)[CH3:35].C1CN([P+](ON2N=NC3C=CC=CC2=3)(N2CCCC2)N2CCCC2)CC1.F[P-](F)(F)(F)(F)F. Product: [OH:1][C:2]1[C:3]([C:23]([NH:29][CH2:30][C:31]([O:33][CH2:34][CH3:35])=[O:32])=[O:25])=[C:4]2[C:9](=[CH:10][C:11]=1[C:12]1[S:13][CH:14]=[CH:15][CH:16]=1)[N:8]=[C:7]([C:17]1[CH:22]=[CH:21][CH:20]=[CH:19][CH:18]=1)[CH:6]=[N:5]2. The catalyst class is: 9. (3) Reactant: C(Cl)(Cl)Cl.[Cl:5][C:6]1[CH:11]=[C:10]([Cl:12])[CH:9]=[CH:8][C:7]=1[CH:13]1[C:17]([OH:18])=[C:16]([C:19]([CH3:21])=[O:20])[CH2:15][S:14]1.S(Cl)(Cl)(=O)=O. Product: [Cl:5][C:6]1[CH:11]=[C:10]([Cl:12])[CH:9]=[CH:8][C:7]=1[C:13]1[S:14][CH:15]=[C:16]([C:19]([CH3:21])=[O:20])[C:17]=1[OH:18]. The catalyst class is: 6. (4) Reactant: [NH2:1][C:2]1[CH:3]=[N:4][CH:5]=[CH:6][C:7]=1[N:8]1[CH2:13][CH2:12][CH:11]([C:14]([OH:16])=O)[CH2:10][CH2:9]1.[CH3:17][N:18](C(ON1N=NC2C=CC=CC1=2)=[N+](C)C)[CH3:19].[B-](F)(F)(F)F.CNC. Product: [NH2:1][C:2]1[CH:3]=[N:4][CH:5]=[CH:6][C:7]=1[N:8]1[CH2:9][CH2:10][CH:11]([C:14]([N:18]([CH3:19])[CH3:17])=[O:16])[CH2:12][CH2:13]1. The catalyst class is: 5. (5) Reactant: [CH2:1]([NH2:8])[C:2]1[CH:7]=[CH:6][CH:5]=[CH:4][CH:3]=1.[CH3:9][C:10]1[CH:15]=[CH:14][C:13]([CH:16]([CH:20]2[CH2:25][CH2:24][O:23][CH2:22][CH2:21]2)[C:17](O)=[O:18])=[CH:12][CH:11]=1.Cl.C(N=C=NCCCN(C)C)C.ON1C2C=CC=CC=2N=N1. Product: [CH2:1]([NH:8][C:17](=[O:18])[CH:16]([C:13]1[CH:12]=[CH:11][C:10]([CH3:9])=[CH:15][CH:14]=1)[CH:20]1[CH2:25][CH2:24][O:23][CH2:22][CH2:21]1)[C:2]1[CH:7]=[CH:6][CH:5]=[CH:4][CH:3]=1. The catalyst class is: 3.